This data is from Full USPTO retrosynthesis dataset with 1.9M reactions from patents (1976-2016). The task is: Predict the reactants needed to synthesize the given product. (1) Given the product [Br:19][C:7]1[CH:6]=[C:5]2[C:10](=[CH:9][CH:8]=1)[N:1]([CH2:11][CH2:12][CH2:13][C:14]([O:16][CH2:17][CH3:18])=[O:15])[CH2:2][CH2:3][CH2:4]2, predict the reactants needed to synthesize it. The reactants are: [N:1]1([CH2:11][CH2:12][CH2:13][C:14]([O:16][CH2:17][CH3:18])=[O:15])[C:10]2[C:5](=[CH:6][CH:7]=[CH:8][CH:9]=2)[CH2:4][CH2:3][CH2:2]1.[Br-:19].[Br-].[Br-].C([N+](CCCC)(CCCC)CCCC)CCC.C([N+](CCCC)(CCCC)CCCC)CCC.C([N+](CCCC)(CCCC)CCCC)CCC.O. (2) Given the product [OH:31][CH2:30][C@H:28]1[CH2:27][CH2:26][C@@H:25]([C:18]2[C:17]([F:16])=[CH:22][C:21]([F:23])=[CH:20][C:19]=2[F:24])[N:29]1[C:9]([O:11][C:12]([CH3:13])([CH3:14])[CH3:15])=[O:10], predict the reactants needed to synthesize it. The reactants are: [C:9](O[C:9]([O:11][C:12]([CH3:15])([CH3:14])[CH3:13])=[O:10])([O:11][C:12]([CH3:15])([CH3:14])[CH3:13])=[O:10].[F:16][C:17]1[CH:22]=[C:21]([F:23])[CH:20]=[C:19]([F:24])[C:18]=1[C@H:25]1[NH:29][C@@H:28]([CH2:30][OH:31])[CH2:27][CH2:26]1.N1C=CN=C1.Cl. (3) Given the product [C:4]([NH:12][C:13]1[CH:36]=[CH:35][N:16]([C@@H:17]2[O:34][C@H:24]([CH2:25][OH:26])[C@@H:19]([O:20][CH2:21][N:44]=[N+:45]=[N-:46])[CH2:18]2)[C:15](=[O:37])[N:14]=1)(=[O:11])[C:5]1[CH:6]=[CH:7][CH:8]=[CH:9][CH:10]=1, predict the reactants needed to synthesize it. The reactants are: C(Cl)Cl.[C:4]([NH:12][C:13]1[CH:36]=[CH:35][N:16]([C@@H:17]2[O:34][C@H:24]([CH2:25][O:26][Si](C(C)(C)C)(C)C)[C@@H:19]([O:20][CH2:21]SC)[CH2:18]2)[C:15](=[O:37])[N:14]=1)(=[O:11])[C:5]1[CH:10]=[CH:9][CH:8]=[CH:7][CH:6]=1.C1CCCCC=1.[N-:44]=[N+:45]=[N-:46].[Na+].[NH4+].[F-]. (4) Given the product [C:1]([C:3]1[CH:4]=[C:5]([C:13]2[O:17][N:16]=[C:15]([C:18]3[C:19]([CH3:33])=[C:20]4[C:25](=[CH:26][CH:27]=3)[CH2:24][N:23]([CH2:28][C:29]([OH:31])=[O:30])[CH2:22][CH2:21]4)[N:14]=2)[CH:6]=[CH:7][C:8]=1[O:9][CH:10]([CH3:12])[CH3:11])#[N:2], predict the reactants needed to synthesize it. The reactants are: [C:1]([C:3]1[CH:4]=[C:5]([C:13]2[O:17][N:16]=[C:15]([C:18]3[C:19]([CH3:33])=[C:20]4[C:25](=[CH:26][CH:27]=3)[CH2:24][N:23]([CH2:28][C:29]([O:31]C)=[O:30])[CH2:22][CH2:21]4)[N:14]=2)[CH:6]=[CH:7][C:8]=1[O:9][CH:10]([CH3:12])[CH3:11])#[N:2].[OH-].[Na+]. (5) Given the product [C:33]([O:20][CH2:19][C@H:17]1[O:16][N:15]=[C:14]([C:11]2[CH:12]=[CH:13][C:8]([C:7]3[CH:6]=[CH:5][C:4]([N:21]4[CH2:25][C@H:24]([CH2:26][N:27]5[CH:31]=[CH:30][N:29]=[N:28]5)[O:23][C:22]4=[O:32])=[CH:3][C:2]=3[F:1])=[CH:9][N:10]=2)[CH2:18]1)(=[O:41])[C:34]1[CH:39]=[CH:38][CH:37]=[N+:36]([O-:40])[CH:35]=1, predict the reactants needed to synthesize it. The reactants are: [F:1][C:2]1[CH:3]=[C:4]([N:21]2[CH2:25][C@H:24]([CH2:26][N:27]3[CH:31]=[CH:30][N:29]=[N:28]3)[O:23][C:22]2=[O:32])[CH:5]=[CH:6][C:7]=1[C:8]1[CH:9]=[N:10][C:11]([C:14]2[CH2:18][C@@H:17]([CH2:19][OH:20])[O:16][N:15]=2)=[CH:12][CH:13]=1.[C:33](O)(=[O:41])[C:34]1[CH:39]=[CH:38][CH:37]=[N+:36]([O-:40])[CH:35]=1.C(N=C=NC(C)C)(C)C. (6) Given the product [F:1][C:2]1[CH:3]=[CH:4][C:5]([CH:8]([CH3:26])[CH2:9][CH2:10][O:11][C:12]2[C:13]([O:25][CH2:32][CH2:33][C:34]3[CH:39]=[CH:38][CH:37]=[CH:36][N:35]=3)=[C:14]([C:22](=[O:24])[CH3:23])[C:15]([CH3:21])=[C:16]([CH3:20])[C:17]=2[O:18][CH3:19])=[CH:6][CH:7]=1, predict the reactants needed to synthesize it. The reactants are: [F:1][C:2]1[CH:7]=[CH:6][C:5]([CH:8]([CH3:26])[CH2:9][CH2:10][O:11][C:12]2[C:13]([OH:25])=[C:14]([C:22](=[O:24])[CH3:23])[C:15]([CH3:21])=[C:16]([CH3:20])[C:17]=2[O:18][CH3:19])=[CH:4][CH:3]=1.CS(O[CH2:32][CH2:33][C:34]1[CH:39]=[CH:38][CH:37]=[CH:36][N:35]=1)(=O)=O.